Task: Predict the reaction yield, written as a fraction of the theoretical maximum amount of product (1.0 means a 100% yield; for example, 0.34 means a 34% yield).. Dataset: Reaction yield outcomes from USPTO patents with 853,638 reactions (1) No catalyst specified. The product is [ClH:1].[F:18][C:13]1[CH:14]=[CH:15][CH:16]=[CH:17][C:12]=1[N:4]1[C:5]2[C:10](=[CH:9][CH:8]=[CH:7][CH:6]=2)[N:11]=[C:2]([N:27]2[CH2:32][CH2:31][NH:30][CH2:29][CH2:28]2)[C:3]1=[O:19]. The yield is 0.960. The reactants are [Cl:1][C:2]1[C:3](=[O:19])[N:4]([C:12]2[CH:17]=[CH:16][CH:15]=[CH:14][C:13]=2[F:18])[C:5]2[C:10]([N:11]=1)=[CH:9][CH:8]=[CH:7][CH:6]=2.C(OC([N:27]1[CH2:32][CH2:31][NH:30][CH2:29][CH2:28]1)=O)(C)(C)C.C1(C)C=C(C)C=C(C)C=1. (2) The reactants are [Br-].C([O:6][C:7](=[O:54])[C:8]([O:11]/[N:12]=[C:13](/[C:41]1[N:42]=[C:43]([NH:46]C(OC(C)(C)C)=O)[S:44][CH:45]=1)\[C:14]([NH:16][C@@H:17]1[C:20](=[O:21])[N:19]([S:22]([OH:25])(=[O:24])=[O:23])[C@@H:18]1[CH2:26][N:27]1[CH:31]=[C:30]([CH2:32][NH:33][C:34](=[O:40])[CH2:35][N+:36]([CH3:39])([CH3:38])[CH3:37])[N:29]=[N:28]1)=[O:15])([CH3:10])[CH3:9])(C)(C)C.C(O)(C(F)(F)F)=O.C(Cl)Cl.C([SiH](CC)CC)C. The catalyst is C(Cl)Cl. The product is [NH2:46][C:43]1[S:44][CH:45]=[C:41](/[C:13](=[N:12]/[O:11][C:8]([C:7]([OH:54])=[O:6])([CH3:9])[CH3:10])/[C:14]([NH:16][C@H:17]2[C@@H:18]([CH2:26][N:27]3[CH:31]=[C:30]([CH2:32][NH:33][C:34](=[O:40])[CH2:35][N+:36]([CH3:37])([CH3:38])[CH3:39])[N:29]=[N:28]3)[N:19]([S:22]([O-:25])(=[O:24])=[O:23])[C:20]2=[O:21])=[O:15])[N:42]=1. The yield is 0.270. (3) The reactants are [CH2:1]([S:3]([N:6]1[CH2:11][CH2:10][CH:9]([C:12]2[C:20]3[C:15](=[C:16]([C:29]([NH2:31])=[O:30])[CH:17]=[C:18]([C:21]4[CH:26]=[CH:25][CH:24]=[C:23]([CH:27]=O)[CH:22]=4)[CH:19]=3)[NH:14][CH:13]=2)[CH2:8][CH2:7]1)(=[O:5])=[O:4])[CH3:2].[F:32][C:33]([F:37])([F:36])[CH2:34][NH2:35].[BH4-].[Na+].[CH3:40][OH:41]. The catalyst is ClCCl.C(O)(=O)C. The product is [F:32][C:33]([F:37])([F:36])[C:40]([OH:4])=[O:41].[CH2:1]([S:3]([N:6]1[CH2:7][CH2:8][CH:9]([C:12]2[C:20]3[C:15](=[C:16]([C:29]([NH2:31])=[O:30])[CH:17]=[C:18]([C:21]4[CH:26]=[CH:25][CH:24]=[C:23]([CH2:27][NH:35][CH2:34][C:33]([F:37])([F:36])[F:32])[CH:22]=4)[CH:19]=3)[NH:14][CH:13]=2)[CH2:10][CH2:11]1)(=[O:4])=[O:5])[CH3:2]. The yield is 0.625. (4) The reactants are Br[C:2]1[C:7](=[O:8])[N:6]([CH2:9][C:10]2[CH:15]=[CH:14][C:13]([C:16]3[C:17]([C:22]#[N:23])=[CH:18][CH:19]=[CH:20][CH:21]=3)=[CH:12][CH:11]=2)[C:5]([CH2:24][CH2:25][CH3:26])=[N:4][C:3]=1[CH2:27][CH3:28].[F:29][C:30]1[CH:35]=[CH:34][C:33](B(O)O)=[CH:32][CH:31]=1.C(=O)([O-])[O-].[Cs+].[Cs+]. The catalyst is O1CCOCC1.C(OCC)(=O)C.C1C=CC(P(C2C=CC=CC=2)[C-]2C=CC=C2)=CC=1.C1C=CC(P(C2C=CC=CC=2)[C-]2C=CC=C2)=CC=1.Cl[Pd]Cl.[Fe+2]. The product is [CH2:27]([C:3]1[N:4]=[C:5]([CH2:24][CH2:25][CH3:26])[N:6]([CH2:9][C:10]2[CH:15]=[CH:14][C:13]([C:16]3[C:17]([C:22]#[N:23])=[CH:18][CH:19]=[CH:20][CH:21]=3)=[CH:12][CH:11]=2)[C:7](=[O:8])[C:2]=1[C:33]1[CH:34]=[CH:35][C:30]([F:29])=[CH:31][CH:32]=1)[CH3:28]. The yield is 0.910. (5) The yield is 0.490. The reactants are [NH:1]1[CH:5]=[CH:4][N:3]=[C:2]1[NH:6][C:7]([C:9]1[C:17]2[N:16]=[C:15]([NH:18][C:19]([C:21]3[CH:22]=[C:23]4[C:28](=[CH:29][CH:30]=3)[CH2:27][NH:26][CH2:25][CH2:24]4)=[O:20])[NH:14][C:13]=2[CH:12]=[CH:11][CH:10]=1)=[O:8].[CH:31](=O)[C:32]1[CH:37]=[CH:36][CH:35]=[CH:34][CH:33]=1.C(O[BH-](OC(=O)C)OC(=O)C)(=O)C.[Na+]. The product is [NH:3]1[CH:4]=[CH:5][N:1]=[C:2]1[NH:6][C:7]([C:9]1[C:17]2[N:16]=[C:15]([NH:18][C:19]([C:21]3[CH:22]=[C:23]4[C:28](=[CH:29][CH:30]=3)[CH2:27][N:26]([CH2:31][C:32]3[CH:37]=[CH:36][CH:35]=[CH:34][CH:33]=3)[CH2:25][CH2:24]4)=[O:20])[NH:14][C:13]=2[CH:12]=[CH:11][CH:10]=1)=[O:8]. The catalyst is CN(C=O)C.